Dataset: Forward reaction prediction with 1.9M reactions from USPTO patents (1976-2016). Task: Predict the product of the given reaction. (1) Given the reactants BrC1C=CC2OC3C(=O)NC(C4CCN(C(OC(C)(C)C)=O)CC4)=NC=3C=2C=1.[Br:29][C:30]1[CH:31]=[CH:32][C:33]2[O:37][C:36]([C:38](=[O:40])[NH2:39])=[C:35]([NH:41][C:42]([C:44]3[CH:49]=[CH:48][C:47]([NH:50][C:51](=[O:57])[O:52][C:53]([CH3:56])([CH3:55])[CH3:54])=[CH:46][CH:45]=3)=O)[C:34]=2[CH:58]=1.BrC1C=CC2OC(C(=O)N)=C(NC(C3CCN(C(OC(C)(C)C)=O)CC3)=O)C=2C=1, predict the reaction product. The product is: [Br:29][C:30]1[CH:31]=[CH:32][C:33]2[O:37][C:36]3[C:38](=[O:40])[NH:39][C:42]([C:44]4[CH:49]=[CH:48][C:47]([NH:50][C:51](=[O:57])[O:52][C:53]([CH3:56])([CH3:55])[CH3:54])=[CH:46][CH:45]=4)=[N:41][C:35]=3[C:34]=2[CH:58]=1. (2) Given the reactants C[O-].[Na+].[Cl:4][C:5]1[CH:10]=[CH:9][C:8]([C:11]2[C:16](=[O:17])[C:15](=[CH:18][C:19]3[CH:28]=[CH:27][C:26]4[C:21](=[CH:22][CH:23]=[CH:24][CH:25]=4)[CH:20]=3)[O:14][C:13](=[O:29])[C:12]=2[OH:30])=[CH:7][CH:6]=1.Cl, predict the reaction product. The product is: [Cl:4][C:5]1[CH:10]=[CH:9][C:8]([C:11]2[C:16](=[O:17])[C:15]([OH:14])=[C:18]([C:19]3[CH:28]=[CH:27][C:26]4[C:21](=[CH:22][CH:23]=[CH:24][CH:25]=4)[CH:20]=3)[C:13](=[O:29])[C:12]=2[OH:30])=[CH:7][CH:6]=1. (3) Given the reactants [OH:1][CH2:2][CH2:3][NH:4][CH2:5][C@:6]12[CH2:44][CH2:43][C@@H:42]([C:45]([CH3:47])=[CH2:46])[C@@H:7]1[C@@H:8]1[C@@:21]([CH3:24])([CH2:22][CH2:23]2)[C@@:20]2([CH3:25])[C@@H:11]([C@:12]3([CH3:41])[C@@H:17]([CH2:18][CH2:19]2)[C:16]([CH3:27])([CH3:26])[C:15]([C:28]2[CH:40]=[CH:39][C:31]([C:32]([O:34][C:35]([CH3:38])([CH3:37])[CH3:36])=[O:33])=[CH:30][CH:29]=2)=[CH:14][CH2:13]3)[CH2:10][CH2:9]1.[O:48](C(OC(C)(C)C)=O)[C:49]([O:51][C:52]([CH3:55])([CH3:54])[CH3:53])=O.CCN(C(C)C)C(C)C, predict the reaction product. The product is: [C:52]([O:51][C:49]([N:4]([CH2:5][C@:6]12[CH2:44][CH2:43][C@@H:42]([C:45]([CH3:47])=[CH2:46])[C@@H:7]1[C@@H:8]1[C@@:21]([CH3:24])([CH2:22][CH2:23]2)[C@@:20]2([CH3:25])[C@@H:11]([C@:12]3([CH3:41])[C@@H:17]([CH2:18][CH2:19]2)[C:16]([CH3:26])([CH3:27])[C:15]([C:28]2[CH:40]=[CH:39][C:31]([C:32]([O:34][C:35]([CH3:36])([CH3:37])[CH3:38])=[O:33])=[CH:30][CH:29]=2)=[CH:14][CH2:13]3)[CH2:10][CH2:9]1)[CH2:3][CH2:2][OH:1])=[O:48])([CH3:55])([CH3:54])[CH3:53]. (4) The product is: [CH:21]1([C:19]([N:16]2[CH2:17][CH2:18][C@@H:14]([CH2:13][N:12]3[C:11]4[CH:24]=[C:25]([C:28]([N:30]5[CH2:35][CH2:34][N:33]([CH3:36])[CH2:32][CH2:31]5)=[O:29])[CH:26]=[CH:27][C:10]=4[N:9]=[C:8]3[C:5]3[CH:6]=[CH:7][C:2]([C:41]4[CH:42]=[CH:43][C:38]([F:37])=[CH:39][CH:40]=4)=[CH:3][CH:4]=3)[CH2:15]2)=[O:20])[CH2:22][CH2:23]1. Given the reactants Br[C:2]1[CH:7]=[CH:6][C:5]([C:8]2[N:12]([CH2:13][C@@H:14]3[CH2:18][CH2:17][N:16]([C:19]([CH:21]4[CH2:23][CH2:22]4)=[O:20])[CH2:15]3)[C:11]3[CH:24]=[C:25]([C:28]([N:30]4[CH2:35][CH2:34][N:33]([CH3:36])[CH2:32][CH2:31]4)=[O:29])[CH:26]=[CH:27][C:10]=3[N:9]=2)=[CH:4][CH:3]=1.[F:37][C:38]1[CH:43]=[CH:42][C:41](B(O)O)=[CH:40][CH:39]=1.C(=O)(O)[O-].[Na+], predict the reaction product. (5) Given the reactants C(OC([N:8]1[CH2:12][CH2:11][C@H:10]([N:13]2[CH:17]=[C:16](B3OC(C)(C)C(C)(C)O3)[CH:15]=[N:14]2)[CH2:9]1)=O)(C)(C)C.Br[C:28]1[CH:29]=[C:30]([C:35]2[N:36]=[CH:37][C:38]3[C:43]([CH:44]=2)=[C:42]([Cl:45])[CH:41]=[CH:40][C:39]=3[F:46])[C:31]([NH2:34])=[N:32][CH:33]=1.C(=O)([O-])[O-].[K+].[K+].[ClH:53], predict the reaction product. The product is: [ClH:45].[ClH:53].[ClH:45].[Cl:45][C:42]1[CH:41]=[CH:40][C:39]([F:46])=[C:38]2[C:43]=1[CH:44]=[C:35]([C:30]1[C:31]([NH2:34])=[N:32][CH:33]=[C:28]([C:16]3[CH:15]=[N:14][N:13]([C@H:10]4[CH2:11][CH2:12][NH:8][CH2:9]4)[CH:17]=3)[CH:29]=1)[N:36]=[CH:37]2. (6) The product is: [F:14][C:12]([F:13])([F:15])[C:7]1[CH:8]=[C:9]2[C:4](=[CH:5][CH:6]=1)[N:3]=[C:2]([CH:1]=[O:17])[CH:11]=[CH:10]2. Given the reactants [CH3:1][C:2]1[CH:11]=[CH:10][C:9]2[C:4](=[CH:5][CH:6]=[C:7]([C:12]([F:15])([F:14])[F:13])[CH:8]=2)[N:3]=1.[Se](=O)=[O:17], predict the reaction product. (7) Given the reactants [CH2:1]([OH:10])[CH2:2][O:3][CH2:4][CH2:5][O:6][CH2:7][CH2:8][OH:9].[CH3:11][C:12](C)([O-])[CH3:13].[K+].[I-].[K+].C(Br)C=C, predict the reaction product. The product is: [CH2:13]([CH:1]([OH:10])[CH2:2][O:3][CH2:4][CH2:5][O:6][CH2:7][CH2:8][OH:9])[CH:12]=[CH2:11]. (8) Given the reactants [Cl:1][C:2]1[CH:3]=[C:4]([C:16]([NH:18][C@H:19]([C:21]2[CH:29]=[CH:28][C:24]([C:25]([OH:27])=[O:26])=[CH:23][CH:22]=2)[CH3:20])=[O:17])[C:5]([O:8][C:9]2[CH:14]=[CH:13][CH:12]=[C:11](F)[CH:10]=2)=[N:6][CH:7]=1.[N:30]1[CH:35]=[CH:34][CH:33]=[C:32](C2C=C(O)C=CC=2)[CH:31]=1, predict the reaction product. The product is: [Cl:1][C:2]1[CH:3]=[C:4]([C:16]([NH:18][C@H:19]([C:21]2[CH:29]=[CH:28][C:24]([C:25]([OH:27])=[O:26])=[CH:23][CH:22]=2)[CH3:20])=[O:17])[C:5]([O:8][C:9]2[CH:14]=[CH:13][CH:12]=[C:11]([C:32]3[CH:31]=[N:30][CH:35]=[CH:34][CH:33]=3)[CH:10]=2)=[N:6][CH:7]=1. (9) Given the reactants F[C:2]1[CH:14]=[CH:13][C:5]([C:6]([O:8][C:9]([CH3:12])([CH3:11])[CH3:10])=[O:7])=[CH:4][C:3]=1[CH3:15].[C:16]1([OH:22])[CH:21]=[CH:20][CH:19]=[CH:18][CH:17]=1.C(=O)([O-])[O-].[K+].[K+], predict the reaction product. The product is: [CH3:15][C:3]1[CH:4]=[C:5]([CH:13]=[CH:14][C:2]=1[O:22][C:16]1[CH:21]=[CH:20][CH:19]=[CH:18][CH:17]=1)[C:6]([O:8][C:9]([CH3:12])([CH3:11])[CH3:10])=[O:7]. (10) Given the reactants [H-].[H-].[H-].[H-].[Li+].[Al+3].C([O:9][C:10](=O)[CH2:11][CH2:12][NH:13][C:14]1[N:18]([CH2:19][C:20]2[C:25]([OH:26])=[CH:24][CH:23]=[C:22]([CH3:27])[N:21]=2)[C:17]2[CH:28]=[C:29]([CH3:33])[CH:30]=[C:31]([CH3:32])[C:16]=2[N:15]=1)C.C(OC(=O)C)C.O, predict the reaction product. The product is: [OH:9][CH2:10][CH2:11][CH2:12][NH:13][C:14]1[N:18]([CH2:19][C:20]2[C:25]([OH:26])=[CH:24][CH:23]=[C:22]([CH3:27])[N:21]=2)[C:17]2[CH:28]=[C:29]([CH3:33])[CH:30]=[C:31]([CH3:32])[C:16]=2[N:15]=1.